This data is from Reaction yield outcomes from USPTO patents with 853,638 reactions. The task is: Predict the reaction yield, written as a fraction of the theoretical maximum amount of product (1.0 means a 100% yield; for example, 0.34 means a 34% yield). (1) The reactants are [S:1]1[C:9]2[C:4](=[N:5][CH:6]=[CH:7][C:8]=2O)[CH:3]=[CH:2]1.O=P(Cl)(Cl)[Cl:13]. No catalyst specified. The product is [Cl:13][C:8]1[CH:7]=[CH:6][N:5]=[C:4]2[CH:3]=[CH:2][S:1][C:9]=12. The yield is 0.720. (2) The yield is 1.00. The product is [N:19]([CH2:18][CH2:17][CH2:16][CH2:15][C:14]([CH3:13])([C:28]1[CH:29]=[CH:30][CH:31]=[CH:32][CH:33]=1)[CH2:20][O:21][CH:22]1[CH2:27][CH2:26][CH2:25][CH2:24][O:23]1)=[C:2]=[O:4]. The reactants are Cl[C:2](Cl)([O:4]C(=O)OC(Cl)(Cl)Cl)Cl.[CH3:13][C:14]([C:28]1[CH:33]=[CH:32][CH:31]=[CH:30][CH:29]=1)([CH2:20][O:21][CH:22]1[CH2:27][CH2:26][CH2:25][CH2:24][O:23]1)[CH2:15][CH2:16][CH2:17][CH2:18][NH2:19].CCN(CC)CC. The catalyst is C(Cl)Cl. (3) The reactants are [H-].[Na+].[Br:3][C:4]1[CH:9]=[CH:8][C:7]([C:10]2[C:14]3[CH2:15][C:16]4[S:17][CH:18]=[CH:19][C:20]=4[C:13]=3[NH:12][N:11]=2)=[CH:6][CH:5]=1.[CH3:21][Si:22]([CH2:25][CH2:26][O:27][CH2:28]Cl)([CH3:24])[CH3:23]. The catalyst is C1COCC1. The product is [Br:3][C:4]1[CH:9]=[CH:8][C:7]([C:10]2[C:14]3[CH2:15][C:16]4[S:17][CH:18]=[CH:19][C:20]=4[C:13]=3[N:12]([CH2:28][O:27][CH2:26][CH2:25][Si:22]([CH3:24])([CH3:23])[CH3:21])[N:11]=2)=[CH:6][CH:5]=1. The yield is 0.690.